Task: Predict the reactants needed to synthesize the given product.. Dataset: Retrosynthesis with 50K atom-mapped reactions and 10 reaction types from USPTO Given the product Cc1cc2c(cc1Cc1ccc(C(=O)O)o1)C(C)(C)CCC2(C)C, predict the reactants needed to synthesize it. The reactants are: COC(=O)c1ccc(Cc2cc3c(cc2C)C(C)(C)CCC3(C)C)o1.